From a dataset of Catalyst prediction with 721,799 reactions and 888 catalyst types from USPTO. Predict which catalyst facilitates the given reaction. (1) Reactant: Cl.Cl.C(O[C:6]([C:8]1[CH:9]=[C:10]2[C:14](=[CH:15][CH:16]=1)[NH:13][N:12]=[C:11]2[C:17]1[CH:26]=[CH:25][C:24]2[C:19](=[CH:20][CH:21]=[C:22]([OH:27])[CH:23]=2)[CH:18]=1)=[NH:7])C.C(N(CC)CC)C.[N:35]1([CH2:40][C:41]([NH:43][NH2:44])=O)[CH2:39][CH2:38][CH2:37][CH2:36]1. Product: [N:35]1([CH2:40][C:41]2[NH:43][N:44]=[C:6]([C:8]3[CH:9]=[C:10]4[C:14](=[CH:15][CH:16]=3)[NH:13][N:12]=[C:11]4[C:17]3[CH:18]=[C:19]4[C:24](=[CH:25][CH:26]=3)[CH:23]=[C:22]([OH:27])[CH:21]=[CH:20]4)[N:7]=2)[CH2:39][CH2:38][CH2:37][CH2:36]1. The catalyst class is: 5. (2) Reactant: [CH3:1][C:2]([O:14][Si](C)(C)C)([CH3:13])[C:3]#[C:4][C:5]([C:7]1[CH:12]=[CH:11][N:10]=[CH:9][CH:8]=1)=[O:6].CC1C=CC(S(O)(=O)=O)=CC=1. Product: [OH:14][C:2]([CH3:13])([CH3:1])[C:3]#[C:4][C:5]([C:7]1[CH:8]=[CH:9][N:10]=[CH:11][CH:12]=1)=[O:6]. The catalyst class is: 2. (3) Reactant: Br[CH2:2][C:3]1[CH:4]=[C:5]([S:9][C:10]2[CH:15]=[CH:14][N:13]=[C:12]([NH:16][C:17]3[CH:22]=[CH:21][C:20]([N:23]4[CH2:28][CH2:27][O:26][CH2:25][CH2:24]4)=[CH:19][CH:18]=3)[N:11]=2)[CH:6]=[CH:7][CH:8]=1.[C:29]([CH2:31][C:32]1[N:33]=[CH:34][NH:35][CH:36]=1)#[N:30].C(=O)([O-])[O-].[Cs+].[Cs+]. Product: [O:26]1[CH2:27][CH2:28][N:23]([C:20]2[CH:21]=[CH:22][C:17]([NH:16][C:12]3[N:11]=[C:10]([S:9][C:5]4[CH:4]=[C:3]([CH:8]=[CH:7][CH:6]=4)[CH2:2][N:35]4[CH:36]=[C:32]([CH2:31][C:29]#[N:30])[N:33]=[CH:34]4)[CH:15]=[CH:14][N:13]=3)=[CH:18][CH:19]=2)[CH2:24][CH2:25]1. The catalyst class is: 9. (4) Reactant: [C:1]([CH:5]1[CH2:14][CH2:13][C:12]2[N:11]=[C:10]3[S:15][C:16]([C:18]([NH2:20])=[NH:19])=[CH:17][C:9]3=[CH:8][C:7]=2[CH2:6]1)([CH3:4])([CH3:3])[CH3:2].Cl[CH2:22][CH:23]=O.C(Cl)Cl. Product: [C:1]([CH:5]1[CH2:14][CH2:13][C:12]2[N:11]=[C:10]3[S:15][C:16]([C:18]4[NH:20][CH:22]=[CH:23][N:19]=4)=[CH:17][C:9]3=[CH:8][C:7]=2[CH2:6]1)([CH3:4])([CH3:2])[CH3:3]. The catalyst class is: 554.